Predict the reaction yield, written as a fraction of the theoretical maximum amount of product (1.0 means a 100% yield; for example, 0.34 means a 34% yield). From a dataset of Reaction yield outcomes from USPTO patents with 853,638 reactions. (1) The reactants are [NH:1]1[C:9]2[C:4](=[CH:5][CH:6]=[CH:7][CH:8]=2)[CH2:3][C:2]1=[O:10].[CH3:11][S:12][C:13]1[S:17][C:16]([CH:18]=O)=[CH:15][CH:14]=1. The catalyst is N1CCCCC1.C(O)C. The product is [CH3:11][S:12][C:13]1[S:17][C:16]([CH:18]=[C:3]2[C:4]3[C:9](=[CH:8][CH:7]=[CH:6][CH:5]=3)[NH:1][C:2]2=[O:10])=[CH:15][CH:14]=1. The yield is 0.900. (2) The catalyst is C(Cl)Cl. The yield is 0.800. The product is [C:20]1([P:7]([C:1]2[CH:2]=[CH:3][CH:4]=[CH:5][CH:6]=2)[C:9]2[CH:10]=[CH:11][CH:12]=[C:13]3[C:18]=2[NH:17][CH:16]([CH3:19])[CH2:15][CH2:14]3)[CH:21]=[CH:22][CH:23]=[CH:24][CH:25]=1. The reactants are [C:1]1([P:7]([C:20]2[CH:25]=[CH:24][CH:23]=[CH:22][CH:21]=2)([C:9]2[CH:10]=[CH:11][CH:12]=[C:13]3[C:18]=2[NH:17][CH:16]([CH3:19])[CH2:15][CH2:14]3)=O)[CH:6]=[CH:5][CH:4]=[CH:3][CH:2]=1.CCN(CC)CC.Cl[SiH](Cl)Cl.[OH-].[Na+].